From a dataset of Full USPTO retrosynthesis dataset with 1.9M reactions from patents (1976-2016). Predict the reactants needed to synthesize the given product. (1) Given the product [C:28]([O:27][C:25](=[O:26])[NH:2][CH2:3][CH:4]1[O:8][B:7]([OH:9])[C:6]2[C:10]([O:15][CH2:16][CH3:17])=[CH:11][CH:12]=[C:13]([Cl:14])[C:5]1=2)([CH3:31])([CH3:30])[CH3:29], predict the reactants needed to synthesize it. The reactants are: Cl.[NH2:2][CH2:3][CH:4]1[O:8][B:7]([OH:9])[C:6]2[C:10]([O:15][CH2:16][CH3:17])=[CH:11][CH:12]=[C:13]([Cl:14])[C:5]1=2.CCN(CC)CC.[C:25](O[C:25]([O:27][C:28]([CH3:31])([CH3:30])[CH3:29])=[O:26])([O:27][C:28]([CH3:31])([CH3:30])[CH3:29])=[O:26]. (2) Given the product [CH3:8][C:5]([C@@H:9]1[CH2:14][CH2:13][O:12][C:11]([CH3:16])([CH3:15])[O:10]1)([CH:6]([OH:7])[CH3:1])[CH3:4], predict the reactants needed to synthesize it. The reactants are: [CH3:1][Mg]Br.[CH3:4][C:5]([C@@H:9]1[CH2:14][CH2:13][O:12][C:11]([CH3:16])([CH3:15])[O:10]1)([CH3:8])[CH:6]=[O:7]. (3) Given the product [CH2:16]([O:15][CH2:13][CH2:12][O:11][C:5]1[CH:4]=[CH:3][C:2]([Cl:1])=[CH:10][C:6]=1[C:7]([OH:9])=[O:8])[CH2:17][CH2:18][CH3:19], predict the reactants needed to synthesize it. The reactants are: [Cl:1][C:2]1[CH:3]=[CH:4][C:5]([O:11][CH2:12][CH:13]([O:15][CH3:16])C)=[C:6]([CH:10]=1)[C:7]([OH:9])=[O:8].[CH2:17](OCCO)[CH2:18][CH2:19]C. (4) Given the product [CH3:15][C:11]1[N:12]=[C:13]([CH3:14])[N:9]([C:4]2[CH:3]=[C:2]([CH:16]=[CH2:17])[CH:7]=[C:6]([CH3:8])[N:5]=2)[N:10]=1, predict the reactants needed to synthesize it. The reactants are: Cl[C:2]1[CH:7]=[C:6]([CH3:8])[N:5]=[C:4]([N:9]2[C:13]([CH3:14])=[N:12][C:11]([CH3:15])=[N:10]2)[CH:3]=1.[CH2:16]([Sn](CCCC)(CCCC)C=C)[CH2:17]CC. (5) Given the product [C:1]([C:3]1[CH:4]=[C:5]([C:16]2[CH:21]=[CH:20][N:19]=[C:18]3[NH:22][C:23]([C:25]4[CH2:26][N:27]([C:30]([O:32][C:33]([CH3:36])([CH3:35])[CH3:34])=[O:31])[CH2:28][CH:29]=4)=[CH:24][C:17]=23)[CH:6]=[CH:7][C:8]=1[O:9][CH:10]1[CH2:11][CH2:12][O:13][CH2:14][CH2:15]1)#[N:2], predict the reactants needed to synthesize it. The reactants are: [C:1]([C:3]1[CH:4]=[C:5]([C:16]2[CH:21]=[CH:20][N:19]=[C:18]3[N:22](S(C)(=O)=O)[C:23]([C:25]4[CH2:26][N:27]([C:30]([O:32][C:33]([CH3:36])([CH3:35])[CH3:34])=[O:31])[CH2:28][CH:29]=4)=[CH:24][C:17]=23)[CH:6]=[CH:7][C:8]=1[O:9][CH:10]1[CH2:15][CH2:14][O:13][CH2:12][CH2:11]1)#[N:2].C(=O)([O-])[O-].[Cs+].[Cs+].O. (6) The reactants are: C[O:2][C:3](=O)[C:4]1[CH:9]=[CH:8][CH:7]=[C:6]([O:10][CH2:11][N:12]2[CH:16]=[CH:15][CH:14]=[N:13]2)[CH:5]=1.[NH3:18]. Given the product [N:12]1([CH2:11][O:10][C:6]2[CH:5]=[C:4]([CH:9]=[CH:8][CH:7]=2)[C:3]([NH2:18])=[O:2])[CH:16]=[CH:15][CH:14]=[N:13]1, predict the reactants needed to synthesize it.